Dataset: Full USPTO retrosynthesis dataset with 1.9M reactions from patents (1976-2016). Task: Predict the reactants needed to synthesize the given product. (1) Given the product [N:48]([C@:51]1([C:68]([O:70][CH2:71][C:72](=[O:79])[C:73]2[CH:74]=[CH:75][CH:76]=[CH:77][CH:78]=2)=[O:69])[C@@H:55]([CH2:56][CH2:57][CH2:58][B:59]2[O:60][C:61]([CH3:67])([CH3:66])[C:62]([CH3:65])([CH3:64])[O:63]2)[CH2:54][N:53]([C:21](=[O:22])[C@H:9]([CH2:10][C:11]2[CH:16]=[CH:15][C:14]([C:17]([F:18])([F:19])[F:20])=[CH:13][CH:12]=2)[NH:8][C:6]([O:5][C:1]([CH3:3])([CH3:4])[CH3:2])=[O:7])[CH2:52]1)=[N+:49]=[N-:50], predict the reactants needed to synthesize it. The reactants are: [C:1]([O:5][C:6]([NH:8][C@H:9]([C:21](O)=[O:22])[CH2:10][C:11]1[CH:16]=[CH:15][C:14]([C:17]([F:20])([F:19])[F:18])=[CH:13][CH:12]=1)=[O:7])([CH3:4])([CH3:3])[CH3:2].O.ON1C2C=CC=CC=2N=N1.Cl.CN(C)CCCN=C=NCC.Cl.[N:48]([C@:51]1([C:68]([O:70][CH2:71][C:72](=[O:79])[C:73]2[CH:78]=[CH:77][CH:76]=[CH:75][CH:74]=2)=[O:69])[C@@H:55]([CH2:56][CH2:57][CH2:58][B:59]2[O:63][C:62]([CH3:65])([CH3:64])[C:61]([CH3:67])([CH3:66])[O:60]2)[CH2:54][NH:53][CH2:52]1)=[N+:49]=[N-:50].CCN(CC)CC. (2) Given the product [CH3:38][O:39][C:40](=[O:50])[CH2:41][C:42]1[CH:47]=[CH:46][C:45]([C:59]2[CH:60]=[CH:61][C:56]([C:53]([CH2:51][CH3:52])([C:72]3[CH:85]=[CH:84][C:75]([O:76][CH2:77][CH:78]([OH:83])[C:79]([CH3:81])([CH3:82])[CH3:80])=[C:74]([CH3:86])[CH:73]=3)[CH2:54][CH3:55])=[CH:57][C:58]=2[CH3:71])=[CH:44][C:43]=1[F:49], predict the reactants needed to synthesize it. The reactants are: C1(P(C2CCCCC2)C2C=CC=CC=2C2C(OC)=CC=CC=2OC)CCCCC1.P([O-])([O-])([O-])=O.[K+].[K+].[K+].[CH3:38][O:39][C:40](=[O:50])[CH2:41][C:42]1[CH:47]=[CH:46][C:45](Cl)=[CH:44][C:43]=1[F:49].[CH2:51]([C:53]([C:72]1[CH:85]=[CH:84][C:75]([O:76][CH2:77][CH:78]([OH:83])[C:79]([CH3:82])([CH3:81])[CH3:80])=[C:74]([CH3:86])[CH:73]=1)([C:56]1[CH:61]=[CH:60][C:59](B2OC(C)(C)C(C)(C)O2)=[C:58]([CH3:71])[CH:57]=1)[CH2:54][CH3:55])[CH3:52]. (3) Given the product [N:3]1[CH:4]=[CH:5][CH:6]=[CH:7][C:2]=1[CH:8]([C:9]1[CH:14]=[CH:13][CH:12]=[CH:11][CH:10]=1)[C:15]#[N:16], predict the reactants needed to synthesize it. The reactants are: Cl[C:2]1[CH:7]=[CH:6][CH:5]=[CH:4][N:3]=1.[CH2:8]([C:15]#[N:16])[C:9]1[CH:14]=[CH:13][CH:12]=[CH:11][CH:10]=1. (4) Given the product [F:29][C:23]1[C:24]([F:28])=[CH:25][CH:26]=[CH:27][C:22]=1[CH2:21][S:20][C:14]1[N:13]=[C:12]([NH:10][S:7]([N:1]2[CH2:6][CH2:5][O:4][CH2:3][CH2:2]2)(=[O:9])=[O:8])[CH:17]=[C:16]([O:18][CH3:19])[N:15]=1, predict the reactants needed to synthesize it. The reactants are: [N:1]1([S:7]([NH2:10])(=[O:9])=[O:8])[CH2:6][CH2:5][O:4][CH2:3][CH2:2]1.Cl[C:12]1[CH:17]=[C:16]([O:18][CH3:19])[N:15]=[C:14]([S:20][CH2:21][C:22]2[CH:27]=[CH:26][CH:25]=[C:24]([F:28])[C:23]=2[F:29])[N:13]=1. (5) Given the product [Si:40]([O:57][CH2:58][CH2:59][O:19][C:17]1[CH:16]=[CH:15][C:14](/[CH:20]=[CH:21]/[C:22]([O:24][CH2:25][CH3:26])=[O:23])=[C:13]([O:12][C:3]2[C:2]([Cl:1])=[CH:7][C:6]([C:8]([F:9])([F:11])[F:10])=[CH:5][N:4]=2)[CH:18]=1)([C:53]([CH3:54])([CH3:55])[CH3:56])([C:47]1[CH:48]=[CH:49][CH:50]=[CH:51][CH:52]=1)[C:41]1[CH:46]=[CH:45][CH:44]=[CH:43][CH:42]=1, predict the reactants needed to synthesize it. The reactants are: [Cl:1][C:2]1[C:3]([O:12][C:13]2[CH:18]=[C:17]([OH:19])[CH:16]=[CH:15][C:14]=2/[CH:20]=[CH:21]/[C:22]([O:24][CH2:25][CH3:26])=[O:23])=[N:4][CH:5]=[C:6]([C:8]([F:11])([F:10])[F:9])[CH:7]=1.C(P(CCCC)CCCC)CCC.[Si:40]([O:57][CH2:58][CH2:59]O)([C:53]([CH3:56])([CH3:55])[CH3:54])([C:47]1[CH:52]=[CH:51][CH:50]=[CH:49][CH:48]=1)[C:41]1[CH:46]=[CH:45][CH:44]=[CH:43][CH:42]=1.N(C(N1CCCCC1)=O)=NC(N1CCCCC1)=O. (6) Given the product [Ag+:35].[CH2:12]([O:11][P:9]([O:19][C:20]1[CH:21]=[CH:22][C:23]([C:24]([O-:26])=[O:25])=[CH:27][CH:28]=1)([O:8][CH2:1][C:2]1[CH:7]=[CH:6][CH:5]=[CH:4][CH:3]=1)=[O:10])[C:13]1[CH:14]=[CH:15][CH:16]=[CH:17][CH:18]=1, predict the reactants needed to synthesize it. The reactants are: [CH2:1]([O:8][P:9]([O:19][C:20]1[CH:28]=[CH:27][C:23]([C:24]([OH:26])=[O:25])=[CH:22][CH:21]=1)([O:11][CH2:12][C:13]1[CH:18]=[CH:17][CH:16]=[CH:15][CH:14]=1)=[O:10])[C:2]1[CH:7]=[CH:6][CH:5]=[CH:4][CH:3]=1.[OH-].[Na+].[N+]([O-])([O-])=O.[Ag+:35].CCOC(C)=O.